From a dataset of Catalyst prediction with 721,799 reactions and 888 catalyst types from USPTO. Predict which catalyst facilitates the given reaction. (1) Reactant: [CH2:1]([CH:3]([C:6]1[C:10]([CH2:11][CH2:12][CH2:13][OH:14])=[CH:9][N:8]([C:15]2[CH:20]=[CH:19][C:18]([C:21]([F:24])([F:23])[F:22])=[CH:17][N:16]=2)[N:7]=1)[CH2:4][CH3:5])[CH3:2].[CH2:25]([O:27][C:28]1[C:29](O)=[C:30]([CH2:34][C:35]([O:37]C)=[O:36])[CH:31]=[CH:32][CH:33]=1)[CH3:26].C(P(CCCC)CCCC)CCC.N(C(N1CCCCC1)=O)=NC(N1CCCCC1)=O. Product: [CH2:25]([O:27][C:28]1[C:29]([O:14][CH2:13][CH2:12][CH2:11][C:10]2[C:6]([CH:3]([CH2:4][CH3:5])[CH2:1][CH3:2])=[N:7][N:8]([C:15]3[CH:20]=[CH:19][C:18]([C:21]([F:23])([F:24])[F:22])=[CH:17][N:16]=3)[CH:9]=2)=[C:30]([CH2:34][C:35]([OH:37])=[O:36])[CH:31]=[CH:32][CH:33]=1)[CH3:26]. The catalyst class is: 7. (2) Reactant: [CH:1]([O:4][C:5]1[N:10]=[CH:9][C:8]([C@@H:11]([NH:13][S@@](C(C)(C)C)=O)[CH3:12])=[CH:7][CH:6]=1)([CH3:3])[CH3:2].Cl. Product: [CH:1]([O:4][C:5]1[N:10]=[CH:9][C:8]([C@@H:11]([NH2:13])[CH3:12])=[CH:7][CH:6]=1)([CH3:3])[CH3:2]. The catalyst class is: 24. (3) Reactant: [H-].[Na+].[Cl:3][C:4]1[C:9]([C:10]2[CH:15]=[CH:14][CH:13]=[CH:12][CH:11]=2)=[N:8][N:7]=[C:6]2[NH:16][N:17]=[C:18]([I:19])[C:5]=12.Cl[CH2:21][C:22]([N:24]1[CH2:28][CH2:27][CH2:26][CH2:25]1)=[O:23].[Li+].[Cl-]. Product: [Cl:3][C:4]1[C:9]([C:10]2[CH:11]=[CH:12][CH:13]=[CH:14][CH:15]=2)=[N:8][N:7]=[C:6]2[N:16]([CH2:21][C:22]([N:24]3[CH2:28][CH2:27][CH2:26][CH2:25]3)=[O:23])[N:17]=[C:18]([I:19])[C:5]=12. The catalyst class is: 39. (4) Reactant: NC1[N:7]=[C:6](Cl)[CH:5]=[C:4](Cl)N=1.[NH2:10][C:11]1[N:16]=[C:15](Cl)[CH:14]=[C:13]([O:18][CH3:19])[N:12]=1.C[O-].[Na+].[CH3:23][C:24]([CH3:26])=O. Product: [NH2:10][C:11]1[N:16]=[C:15]([NH:7][C:6]2[CH:5]=[CH:4][CH:26]=[CH:24][CH:23]=2)[CH:14]=[C:13]([O:18][CH3:19])[N:12]=1. The catalyst class is: 5.